Dataset: Peptide-MHC class II binding affinity with 134,281 pairs from IEDB. Task: Regression. Given a peptide amino acid sequence and an MHC pseudo amino acid sequence, predict their binding affinity value. This is MHC class II binding data. (1) The peptide sequence is TYDKGILTVSVAVSE. The MHC is HLA-DPA10201-DPB10501 with pseudo-sequence HLA-DPA10201-DPB10501. The binding affinity (normalized) is 0.162. (2) The peptide sequence is ANATVYMIDSVLMPP. The MHC is HLA-DQA10501-DQB10201 with pseudo-sequence HLA-DQA10501-DQB10201. The binding affinity (normalized) is 0.556. (3) The peptide sequence is AAKEDFLGCLVKEIP. The MHC is DRB1_0901 with pseudo-sequence DRB1_0901. The binding affinity (normalized) is 0.392. (4) The peptide sequence is GTVANGVLQTFMRMA. The MHC is DRB4_0101 with pseudo-sequence DRB4_0103. The binding affinity (normalized) is 0.386. (5) The peptide sequence is KEILSFCISLFNRGR. The MHC is DRB1_0101 with pseudo-sequence DRB1_0101. The binding affinity (normalized) is 0.721. (6) The peptide sequence is SADEVQRMMAEIDTD. The MHC is HLA-DQA10104-DQB10503 with pseudo-sequence HLA-DQA10104-DQB10503. The binding affinity (normalized) is 0.284. (7) The MHC is DRB1_0404 with pseudo-sequence DRB1_0404. The peptide sequence is VKLRRSSAAQVDGFY. The binding affinity (normalized) is 0.469. (8) The peptide sequence is WGAIWRIDTPDKLTGPFTVR. The binding affinity (normalized) is 0.706. The MHC is DRB1_0405 with pseudo-sequence DRB1_0405. (9) The peptide sequence is VIPAGELQVIEKVDAAFKVA. The MHC is DRB1_0802 with pseudo-sequence DRB1_0802. The binding affinity (normalized) is 0.453. (10) The peptide sequence is QPGVDIIEGPVKNVA. The MHC is DRB4_0101 with pseudo-sequence DRB4_0103. The binding affinity (normalized) is 0.225.